Dataset: Catalyst prediction with 721,799 reactions and 888 catalyst types from USPTO. Task: Predict which catalyst facilitates the given reaction. (1) Product: [C:16]1([CH:15]([OH:22])[C:11]2[CH:12]=[CH:13][C:8]([CH2:7][C:4]3[CH:5]=[CH:6][CH:1]=[CH:2][CH:3]=3)=[CH:9][CH:10]=2)[CH:21]=[CH:20][CH:19]=[CH:18][CH:17]=1. The catalyst class is: 22. Reactant: [CH:1]1[CH:6]=[CH:5][C:4]([CH2:7][C:8]2[CH:13]=[CH:12][C:11](Br)=[CH:10][CH:9]=2)=[CH:3][CH:2]=1.[CH:15](=[O:22])[C:16]1[CH:21]=[CH:20][CH:19]=[CH:18][CH:17]=1.BrC1C=CC(C(O)C2C=CC=CC=2)=CC=1. (2) The catalyst class is: 28. Product: [CH3:8][C:5]1[CH:6]=[CH:7][C:2]([Sn:18]([CH2:20][CH2:21][CH2:22][CH3:23])([CH2:24][CH2:25][CH2:26][CH3:27])[CH2:14][CH2:15][CH2:16][CH3:17])=[N:3][CH:4]=1. Reactant: Br[C:2]1[CH:7]=[CH:6][C:5]([CH3:8])=[CH:4][N:3]=1.[Li]CCCC.[CH2:14]([Sn:18]([CH2:24][CH2:25][CH2:26][CH3:27])([CH2:20][CH2:21][CH2:22][CH3:23])Cl)[CH2:15][CH2:16][CH3:17].[NH4+].[Cl-].